From a dataset of Forward reaction prediction with 1.9M reactions from USPTO patents (1976-2016). Predict the product of the given reaction. (1) Given the reactants [CH3:1][C:2]1([C:39](O)=[O:40])[CH2:7][CH2:6][N:5]([C:8]2[CH:13]=[CH:12][C:11]([C:14]([NH:16][S:17]([C:20]3[CH:25]=[CH:24][C:23]([NH:26][CH2:27][CH2:28][S:29][C:30]4[CH:35]=[CH:34][CH:33]=[CH:32][CH:31]=4)=[C:22]([N+:36]([O-:38])=[O:37])[CH:21]=3)(=[O:19])=[O:18])=[O:15])=[CH:10][CH:9]=2)[CH2:4][CH2:3]1.CN1CCOCC1.ClC(OCC(C)C)=O.[BH4-].[Na+], predict the reaction product. The product is: [OH:40][CH2:39][C:2]1([CH3:1])[CH2:3][CH2:4][N:5]([C:8]2[CH:13]=[CH:12][C:11]([C:14]([NH:16][S:17]([C:20]3[CH:25]=[CH:24][C:23]([NH:26][CH2:27][CH2:28][S:29][C:30]4[CH:35]=[CH:34][CH:33]=[CH:32][CH:31]=4)=[C:22]([N+:36]([O-:38])=[O:37])[CH:21]=3)(=[O:19])=[O:18])=[O:15])=[CH:10][CH:9]=2)[CH2:6][CH2:7]1. (2) The product is: [CH3:6][C:7]1[O:8][C:9]([C:13]2[S:17][C:16]([S:18]([N:21]3[CH:25]=[CH:24][CH:23]=[CH:22]3)(=[O:19])=[O:20])=[CH:15][CH:14]=2)=[CH:10][CH:11]=1. Given the reactants [Li]C(C)(C)C.[CH3:6][C:7]1[O:8][CH:9]=[CH:10][CH:11]=1.Br[C:13]1[S:17][C:16]([S:18]([N:21]2[CH:25]=[CH:24][CH:23]=[CH:22]2)(=[O:20])=[O:19])=[CH:15][CH:14]=1, predict the reaction product. (3) Given the reactants [CH2:1]([S:3][CH:4]([S:13][CH2:14][CH3:15])[C@@H:5]([OH:12])[C@H:6]([OH:11])[C@H:7]([OH:10])[CH2:8][OH:9])[CH3:2].[CH:16]([Si:19](Cl)([CH:23]([CH3:25])[CH3:24])[CH:20]([CH3:22])[CH3:21])([CH3:18])[CH3:17], predict the reaction product. The product is: [CH2:14]([S:13][CH:4]([S:3][CH2:1][CH3:2])[C@@H:5]([OH:12])[C@H:6]([OH:11])[C@H:7]([OH:10])[CH2:8][O:9][Si:19]([CH:23]([CH3:25])[CH3:24])([CH:20]([CH3:22])[CH3:21])[CH:16]([CH3:18])[CH3:17])[CH3:15]. (4) Given the reactants C(OC([N:8]1[C:16]2[C:11](=[CH:12][C:13]([C:17]3[C:26]([N:27]4[CH2:31][CH2:30][CH2:29][C@@H:28]4[CH3:32])=[N:25][C:24]4[C:19](=[CH:20][CH:21]=[C:22]([C:33]([O:35][CH3:36])=[O:34])[CH:23]=4)[N:18]=3)=[CH:14][CH:15]=2)[CH:10]=[N:9]1)=O)(C)(C)C.FC(F)(F)C(O)=O, predict the reaction product. The product is: [NH:8]1[C:16]2[C:11](=[CH:12][C:13]([C:17]3[C:26]([N:27]4[CH2:31][CH2:30][CH2:29][C@@H:28]4[CH3:32])=[N:25][C:24]4[C:19](=[CH:20][CH:21]=[C:22]([C:33]([O:35][CH3:36])=[O:34])[CH:23]=4)[N:18]=3)=[CH:14][CH:15]=2)[CH:10]=[N:9]1.